From a dataset of Forward reaction prediction with 1.9M reactions from USPTO patents (1976-2016). Predict the product of the given reaction. The product is: [N+:8]([C:5]1[CH:6]=[CH:7][C:2]([N:26]2[CH2:31][CH2:30][O:29][CH2:28][CH2:27]2)=[C:3]([C:11]2[O:12][C:13]3[CH:19]=[CH:18][C:17]([C:20]4[CH:25]=[CH:24][CH:23]=[CH:22][CH:21]=4)=[CH:16][C:14]=3[N:15]=2)[CH:4]=1)([O-:10])=[O:9]. Given the reactants F[C:2]1[CH:7]=[CH:6][C:5]([N+:8]([O-:10])=[O:9])=[CH:4][C:3]=1[C:11]1[O:12][C:13]2[CH:19]=[CH:18][C:17]([C:20]3[CH:25]=[CH:24][CH:23]=[CH:22][CH:21]=3)=[CH:16][C:14]=2[N:15]=1.[NH:26]1[CH2:31][CH2:30][O:29][CH2:28][CH2:27]1, predict the reaction product.